The task is: Predict the product of the given reaction.. This data is from Forward reaction prediction with 1.9M reactions from USPTO patents (1976-2016). (1) Given the reactants [NH2:1][C:2]1[CH:3]=[C:4]([CH:8]=[CH:9][CH:10]=1)[C:5]([NH2:7])=[O:6].[CH2:11]([O:13][C:14]1[CH:15]=[C:16](B(O)O)[CH:17]=[CH:18][C:19]=1[F:20])[CH3:12].O.[C:25]([OH:29])(=[O:28])[CH:26]=O, predict the reaction product. The product is: [C:5]([C:4]1[CH:3]=[C:2]([NH:1][CH:26]([C:16]2[CH:17]=[CH:18][C:19]([F:20])=[C:14]([O:13][CH2:11][CH3:12])[CH:15]=2)[C:25]([OH:29])=[O:28])[CH:10]=[CH:9][CH:8]=1)(=[O:6])[NH2:7]. (2) Given the reactants [NH2:1][C@H:2]([C:8]([OH:10])=[O:9])[CH2:3][CH2:4][C:5](=[O:7])[NH2:6].NC(N)=[O:13], predict the reaction product. The product is: [NH2:1][C@H:2]([C:8]([OH:10])=[O:9])[CH2:3][CH2:4][C:5](=[O:7])[NH2:6].[NH2:1][C@H:2]([C:8]([O-:10])=[O:9])[CH2:3][CH2:4][C:5]([O-:13])=[O:7]. (3) The product is: [C:1]([O:5][C:6]([N:8]([CH3:31])[C:9]([CH2:28][CH2:29][N:33]1[CH2:34][C:35]2[C:40](=[CH:39][CH:38]=[CH:37][CH:36]=2)[CH2:32]1)([CH2:15][CH2:16][CH2:17][CH2:18][B:19]1[O:20][C:21]([CH3:27])([CH3:26])[C:22]([CH3:24])([CH3:25])[O:23]1)[C:10]([O:12][CH2:13][CH3:14])=[O:11])=[O:7])([CH3:4])([CH3:3])[CH3:2]. Given the reactants [C:1]([O:5][C:6]([N:8]([CH3:31])[C:9]([CH2:28][CH:29]=O)([CH2:15][CH2:16][CH2:17][CH2:18][B:19]1[O:23][C:22]([CH3:25])([CH3:24])[C:21]([CH3:27])([CH3:26])[O:20]1)[C:10]([O:12][CH2:13][CH3:14])=[O:11])=[O:7])([CH3:4])([CH3:3])[CH3:2].[CH2:32]1[C:40]2[C:35](=[CH:36][CH:37]=[CH:38][CH:39]=2)[CH2:34][NH:33]1.CO, predict the reaction product. (4) Given the reactants [CH3:1][O:2][C:3]1[CH:14]=[C:13]([O:15][CH2:16][C:17]2[C:18]([CH3:29])=[C:19]([C:23]3[CH:28]=[CH:27][CH:26]=[CH:25][CH:24]=3)[CH:20]=[CH:21][CH:22]=2)[CH:12]=[C:11]([O:30][CH3:31])[C:4]=1[CH2:5][N:6]([CH3:10])[CH2:7][CH2:8][NH2:9].CCN(C(C)C)C(C)C.Cl[C:42](=[O:50])/[CH:43]=[CH:44]/[C:45]([O:47][CH2:48][CH3:49])=[O:46], predict the reaction product. The product is: [CH3:31][O:30][C:11]1[CH:12]=[C:13]([O:15][CH2:16][C:17]2[CH:22]=[CH:21][CH:20]=[C:19]([C:23]3[CH:28]=[CH:27][CH:26]=[CH:25][CH:24]=3)[C:18]=2[CH3:29])[CH:14]=[C:3]([O:2][CH3:1])[C:4]=1[CH2:5][N:6]([CH3:10])[CH2:7][CH2:8][NH:9][C:42](/[CH:43]=[CH:44]/[C:45]([O:47][CH2:48][CH3:49])=[O:46])=[O:50]. (5) Given the reactants Cl.[CH3:2][C:3]1[C:8](C(O)=O)=[C:7]([C:12]([F:15])([F:14])[F:13])[CH:6]=[C:5]([CH3:16])[N:4]=1.C1(P(N=[N+]=[N-])(C2C=CC=CC=2)=O)C=CC=CC=1.C([N:36]([CH2:39]C)CC)C.[OH2:41].[C:42]([OH:46])([CH3:45])([CH3:44])[CH3:43], predict the reaction product. The product is: [C:42]([O:46][C:39]([NH:36][C:8]1[C:3]([CH3:2])=[N:4][C:5]([CH3:16])=[CH:6][C:7]=1[C:12]([F:13])([F:14])[F:15])=[O:41])([CH3:45])([CH3:44])[CH3:43]. (6) Given the reactants [CH3:1][O:2][C:3]1[C:12]([NH:13][C:14](=[S:22])OC2C=CC=CC=2)=[N:11][C:10]2[C:5](=[CH:6][CH:7]=[CH:8][CH:9]=2)[N:4]=1.[C:23]([C:26]1[CH:31]=[CH:30][C:29]([N:32]2[CH2:37][CH2:36][NH:35][CH2:34][CH2:33]2)=[CH:28][CH:27]=1)(=[O:25])[CH3:24], predict the reaction product. The product is: [CH3:1][O:2][C:3]1[C:12]([NH:13][C:14]([N:35]2[CH2:34][CH2:33][N:32]([C:29]3[CH:28]=[CH:27][C:26]([C:23](=[O:25])[CH3:24])=[CH:31][CH:30]=3)[CH2:37][CH2:36]2)=[S:22])=[N:11][C:10]2[C:5](=[CH:6][CH:7]=[CH:8][CH:9]=2)[N:4]=1.